Dataset: Reaction yield outcomes from USPTO patents with 853,638 reactions. Task: Predict the reaction yield, written as a fraction of the theoretical maximum amount of product (1.0 means a 100% yield; for example, 0.34 means a 34% yield). The reactants are [F:1][C:2]([F:16])([O:6][C:7]1[CH:8]=[C:9]([CH:13]=[CH:14][CH:15]=1)[C:10]([OH:12])=O)[CH:3]([F:5])[F:4].C(Cl)(=O)C(Cl)=O.O1CCCC1.[NH2:28][C:29]1[CH:30]=[CH:31][C:32]([O:51][CH3:52])=[C:33]([CH:50]=1)[O:34][C:35]1[CH:36]=[CH:37][C:38]2[N:39]([CH:41]=[C:42]([NH:44][C:45]([CH:47]3[CH2:49][CH2:48]3)=[O:46])[N:43]=2)[N:40]=1. The catalyst is CN(C)C=O.CN1CCCC1=O. The product is [CH:47]1([C:45]([NH:44][C:42]2[N:43]=[C:38]3[CH:37]=[CH:36][C:35]([O:34][C:33]4[CH:50]=[C:29]([NH:28][C:10](=[O:12])[C:9]5[CH:13]=[CH:14][CH:15]=[C:7]([O:6][C:2]([F:1])([F:16])[CH:3]([F:4])[F:5])[CH:8]=5)[CH:30]=[CH:31][C:32]=4[O:51][CH3:52])=[N:40][N:39]3[CH:41]=2)=[O:46])[CH2:48][CH2:49]1. The yield is 0.640.